This data is from Reaction yield outcomes from USPTO patents with 853,638 reactions. The task is: Predict the reaction yield, written as a fraction of the theoretical maximum amount of product (1.0 means a 100% yield; for example, 0.34 means a 34% yield). (1) The reactants are [CH3:1][C:2]1[CH:11]=[CH:10][C:9]2[C:4](=[C:5]([N:13]3[C:17]([CH3:18])=[N:16][N:15]=[C:14]3[SH:19])[CH:6]=[CH:7][C:8]=2[CH3:12])[N:3]=1.[Cl:20][C:21]1[C:26]([NH:27][C:28](=[O:31])[CH2:29]Cl)=[CH:25][CH:24]=[CH:23][N:22]=1.C(=O)([O-])[O-].[K+].[K+].O. The catalyst is CN(C)C=O. The product is [Cl:20][C:21]1[C:26]([NH:27][C:28](=[O:31])[CH2:29][S:19][C:14]2[N:13]([C:5]3[CH:6]=[CH:7][C:8]([CH3:12])=[C:9]4[C:4]=3[N:3]=[C:2]([CH3:1])[CH:11]=[CH:10]4)[C:17]([CH3:18])=[N:16][N:15]=2)=[CH:25][CH:24]=[CH:23][N:22]=1. The yield is 0.520. (2) The reactants are [CH2:1]([O:3][C:4]1[CH:9]=[CH:8][CH:7]=[CH:6][C:5]=1[C:10]1[CH:15]=[CH:14][C:13]([NH2:16])=[CH:12][C:11]=1[N+:17]([O-:19])=[O:18])[CH3:2].[CH3:20][C:21]([O:24][C:25](O[C:25]([O:24][C:21]([CH3:23])([CH3:22])[CH3:20])=[O:26])=[O:26])([CH3:23])[CH3:22]. No catalyst specified. The product is [C:21]([O:24][C:25](=[O:26])[NH:16][C:13]1[CH:14]=[CH:15][C:10]([C:5]2[CH:6]=[CH:7][CH:8]=[CH:9][C:4]=2[O:3][CH2:1][CH3:2])=[C:11]([N+:17]([O-:19])=[O:18])[CH:12]=1)([CH3:23])([CH3:22])[CH3:20]. The yield is 0.830. (3) The reactants are [CH3:1][NH:2][O:3][CH3:4].[F:5][C:6]1[CH:14]=[CH:13][C:9]([C:10](Cl)=[O:11])=[CH:8][CH:7]=1.[NH4+].[Cl-]. The catalyst is C1COCC1. The product is [F:5][C:6]1[CH:14]=[CH:13][C:9]([C:10]([N:2]([O:3][CH3:4])[CH3:1])=[O:11])=[CH:8][CH:7]=1. The yield is 0.660. (4) The reactants are FC(F)(F)S(O[CH2:7][C:8]([F:11])([CH3:10])[CH3:9])(=O)=O.FC[C@@H](C)C[N:18]1[C:30]([CH3:32])([CH3:31])[CH2:29][C:28]2[C:27]3[C:22](=[CH:23][CH:24]=[CH:25][CH:26]=3)[NH:21][C:20]=2[CH:19]1[C:33]1[CH:38]=[CH:37][C:36](/[CH:39]=[CH:40]/[C:41]([OH:43])=[O:42])=[CH:35][CH:34]=1.[CH:45](N(CC)C(C)C)(C)C. The catalyst is O1CCOCC1. The product is [F:11][C:8]([CH3:10])([CH3:9])[CH2:7][N:18]1[C:30]([CH3:32])([CH3:31])[CH2:29][C:28]2[C:27]3[C:22](=[CH:23][CH:24]=[CH:25][CH:26]=3)[NH:21][C:20]=2[CH:19]1[C:33]1[CH:38]=[CH:37][C:36](/[CH:39]=[CH:40]/[C:41]([O:43][CH3:45])=[O:42])=[CH:35][CH:34]=1. The yield is 0.591. (5) The reactants are [O:1]1[CH:5]=[CH:4][C:3]([NH2:6])=[N:2]1.[CH3:7][O:8][C:9]1[CH:14]=[C:13]([C:15]([F:18])([F:17])[F:16])[CH:12]=[CH:11][C:10]=1[C:19]1[C:28]2[C:23](=[CH:24][C:25]([S:29](F)(=[O:31])=[O:30])=[CH:26][CH:27]=2)[N:22]=[CH:21][N:20]=1.[Li+].C[Si]([N-][Si](C)(C)C)(C)C.Cl.O1CCOCC1. The catalyst is C1COCC1. The product is [O:1]1[CH:5]=[CH:4][C:3]([NH:6][S:29]([C:25]2[CH:24]=[C:23]3[C:28]([C:19]([C:10]4[CH:11]=[CH:12][C:13]([C:15]([F:18])([F:16])[F:17])=[CH:14][C:9]=4[O:8][CH3:7])=[N:20][CH:21]=[N:22]3)=[CH:27][CH:26]=2)(=[O:31])=[O:30])=[N:2]1. The yield is 0.120. (6) The reactants are [CH2:1]([O:3][C:4]([C:6]1[CH:7]=[N:8][C:9]2[C:14]([C:15]=1[O:16][CH2:17][CH3:18])=[CH:13][C:12](I)=[CH:11][CH:10]=2)=[O:5])[CH3:2].C(N(CC)CC)C.C1(C(C2C=CC=CC=2)CCP)C=CC=CC=1.C([SiH](CCCCCC)CCCCCC)CCCCC.CN(C)[CH:64]=[O:65]. The catalyst is C([O-])(=O)C.[Pd+2].C([O-])(=O)C. The product is [CH2:1]([O:3][C:4]([C:6]1[CH:7]=[N:8][C:9]2[C:14]([C:15]=1[O:16][CH2:17][CH3:18])=[CH:13][C:12]([CH:64]=[O:65])=[CH:11][CH:10]=2)=[O:5])[CH3:2]. The yield is 0.590.